Dataset: Peptide-MHC class II binding affinity with 134,281 pairs from IEDB. Task: Regression. Given a peptide amino acid sequence and an MHC pseudo amino acid sequence, predict their binding affinity value. This is MHC class II binding data. (1) The peptide sequence is EKKYFAKTQFEPLAA. The MHC is HLA-DPA10103-DPB10401 with pseudo-sequence HLA-DPA10103-DPB10401. The binding affinity (normalized) is 0.984. (2) The peptide sequence is WSKDIYNYMEPYVSK. The MHC is HLA-DQA10401-DQB10402 with pseudo-sequence HLA-DQA10401-DQB10402. The binding affinity (normalized) is 0.223. (3) The peptide sequence is FRELVRNCDLPVWLS. The MHC is HLA-DQA10201-DQB10402 with pseudo-sequence HLA-DQA10201-DQB10402. The binding affinity (normalized) is 0.